From a dataset of Forward reaction prediction with 1.9M reactions from USPTO patents (1976-2016). Predict the product of the given reaction. (1) The product is: [F:49][C:47]([F:50])([CH3:48])[CH2:46][O:19][C:16]1[CH:15]=[C:14]([F:20])[C:13]2[O:12][C:11]3[C:6](=[CH:7][C:8]([C:21]4[C:22]([F:27])=[N:23][CH:24]=[CH:25][CH:26]=4)=[CH:9][CH:10]=3)[C@@:5]3([CH2:4][S:3][C:2]([NH2:1])=[N:28]3)[C:18]=2[CH:17]=1. Given the reactants [NH2:1][C:2]1[S:3][CH2:4][C@@:5]2([N:28]=1)[C:18]1[CH:17]=[C:16]([OH:19])[CH:15]=[C:14]([F:20])[C:13]=1[O:12][C:11]1[C:6]2=[CH:7][C:8]([C:21]2[C:22]([F:27])=[N:23][CH:24]=[CH:25][CH:26]=2)=[CH:9][CH:10]=1.C(=O)([O-])[O-].[Cs+].[Cs+].CC1C=CC(S(O[CH2:46][C:47]([F:50])([F:49])[CH3:48])(=O)=O)=CC=1.N#N.[I-].[K+], predict the reaction product. (2) Given the reactants [O:1]1[C:5]2[CH:6]=[CH:7][CH:8]=[CH:9][C:4]=2[CH:3]=[C:2]1[NH:10][C:11]1[CH:16]=[CH:15][C:14]([C:17]2[CH:18]=[N:19][N:20]([CH3:22])[CH:21]=2)=[CH:13][N:12]=1.[ClH:23], predict the reaction product. The product is: [ClH:23].[ClH:23].[O:1]1[C:5]2[CH:6]=[CH:7][CH:8]=[CH:9][C:4]=2[CH:3]=[C:2]1[NH:10][C:11]1[CH:16]=[CH:15][C:14]([C:17]2[CH:18]=[N:19][N:20]([CH3:22])[CH:21]=2)=[CH:13][N:12]=1.